This data is from NCI-60 drug combinations with 297,098 pairs across 59 cell lines. The task is: Regression. Given two drug SMILES strings and cell line genomic features, predict the synergy score measuring deviation from expected non-interaction effect. (1) Drug 1: CS(=O)(=O)C1=CC(=C(C=C1)C(=O)NC2=CC(=C(C=C2)Cl)C3=CC=CC=N3)Cl. Synergy scores: CSS=5.29, Synergy_ZIP=-0.851, Synergy_Bliss=-2.27, Synergy_Loewe=-4.93, Synergy_HSA=-4.97. Cell line: RXF 393. Drug 2: CC1=C(C=C(C=C1)C(=O)NC2=CC(=CC(=C2)C(F)(F)F)N3C=C(N=C3)C)NC4=NC=CC(=N4)C5=CN=CC=C5. (2) Drug 1: CC(C1=C(C=CC(=C1Cl)F)Cl)OC2=C(N=CC(=C2)C3=CN(N=C3)C4CCNCC4)N. Drug 2: C1CN(P(=O)(OC1)NCCCl)CCCl. Cell line: A549. Synergy scores: CSS=11.5, Synergy_ZIP=-4.87, Synergy_Bliss=-3.85, Synergy_Loewe=-19.2, Synergy_HSA=-4.81. (3) Drug 1: CC1=C(C(CCC1)(C)C)C=CC(=CC=CC(=CC(=O)O)C)C. Drug 2: CC12CCC3C(C1CCC2O)C(CC4=C3C=CC(=C4)O)CCCCCCCCCS(=O)CCCC(C(F)(F)F)(F)F. Cell line: MDA-MB-435. Synergy scores: CSS=4.15, Synergy_ZIP=-0.113, Synergy_Bliss=1.09, Synergy_Loewe=-1.31, Synergy_HSA=-1.40. (4) Drug 1: C1C(C(OC1N2C=NC3=C(N=C(N=C32)Cl)N)CO)O. Drug 2: CC(C)(C#N)C1=CC(=CC(=C1)CN2C=NC=N2)C(C)(C)C#N. Cell line: MDA-MB-231. Synergy scores: CSS=26.4, Synergy_ZIP=-0.270, Synergy_Bliss=-0.308, Synergy_Loewe=-1.19, Synergy_HSA=0.504. (5) Drug 1: CC1C(C(CC(O1)OC2CC(CC3=C2C(=C4C(=C3O)C(=O)C5=C(C4=O)C(=CC=C5)OC)O)(C(=O)C)O)N)O.Cl. Drug 2: C1=CC=C(C=C1)NC(=O)CCCCCCC(=O)NO. Cell line: ACHN. Synergy scores: CSS=11.6, Synergy_ZIP=1.15, Synergy_Bliss=0.306, Synergy_Loewe=-15.2, Synergy_HSA=0.765. (6) Drug 1: CC1=CC=C(C=C1)C2=CC(=NN2C3=CC=C(C=C3)S(=O)(=O)N)C(F)(F)F. Drug 2: CC1CCCC2(C(O2)CC(NC(=O)CC(C(C(=O)C(C1O)C)(C)C)O)C(=CC3=CSC(=N3)C)C)C. Cell line: EKVX. Synergy scores: CSS=13.5, Synergy_ZIP=5.67, Synergy_Bliss=4.62, Synergy_Loewe=-16.7, Synergy_HSA=0.825. (7) Drug 1: COC1=CC(=CC(=C1O)OC)C2C3C(COC3=O)C(C4=CC5=C(C=C24)OCO5)OC6C(C(C7C(O6)COC(O7)C8=CC=CS8)O)O. Drug 2: C1C(C(OC1N2C=NC(=NC2=O)N)CO)O. Cell line: NCI-H522. Synergy scores: CSS=34.5, Synergy_ZIP=-11.4, Synergy_Bliss=-0.644, Synergy_Loewe=3.03, Synergy_HSA=4.04. (8) Drug 1: C1=NC2=C(N=C(N=C2N1C3C(C(C(O3)CO)O)O)F)N. Drug 2: C1C(C(OC1N2C=NC(=NC2=O)N)CO)O. Cell line: OVCAR3. Synergy scores: CSS=5.95, Synergy_ZIP=-1.52, Synergy_Bliss=3.69, Synergy_Loewe=2.99, Synergy_HSA=3.39. (9) Drug 1: C1=C(C(=O)NC(=O)N1)N(CCCl)CCCl. Drug 2: CCC(=C(C1=CC=CC=C1)C2=CC=C(C=C2)OCCN(C)C)C3=CC=CC=C3.C(C(=O)O)C(CC(=O)O)(C(=O)O)O. Cell line: K-562. Synergy scores: CSS=45.5, Synergy_ZIP=9.45, Synergy_Bliss=10.6, Synergy_Loewe=8.87, Synergy_HSA=9.73. (10) Drug 1: N.N.Cl[Pt+2]Cl. Drug 2: CC1C(C(CC(O1)OC2CC(CC3=C2C(=C4C(=C3O)C(=O)C5=C(C4=O)C(=CC=C5)OC)O)(C(=O)CO)O)N)O.Cl. Cell line: OVCAR3. Synergy scores: CSS=28.8, Synergy_ZIP=0.799, Synergy_Bliss=-0.394, Synergy_Loewe=-31.8, Synergy_HSA=-2.00.